Dataset: Full USPTO retrosynthesis dataset with 1.9M reactions from patents (1976-2016). Task: Predict the reactants needed to synthesize the given product. Given the product [CH3:9][O:8][C:6](=[O:7])[C:5]1[C:4](=[CH:13][C:12]([N+:14]([O-:16])=[O:15])=[C:11]([NH2:17])[C:10]=1[CH3:18])[C:3]([OH:19])=[O:2], predict the reactants needed to synthesize it. The reactants are: C[O:2][C:3](=[O:19])[C:4]1[C:5](=[C:10]([CH3:18])[C:11]([NH2:17])=[C:12]([N+:14]([O-:16])=[O:15])[CH:13]=1)[C:6]([O:8][CH3:9])=[O:7].[OH-].[Na+].Cl.